From a dataset of Forward reaction prediction with 1.9M reactions from USPTO patents (1976-2016). Predict the product of the given reaction. (1) Given the reactants [Br:1][C:2]1[CH:3]=[CH:4][C:5](F)=[C:6]([N+:8]([O-:10])=[O:9])[CH:7]=1.[C:12]1([OH:18])[CH:17]=[CH:16][CH:15]=[CH:14][CH:13]=1.C([O-])([O-])=O.[K+].[K+], predict the reaction product. The product is: [Br:1][C:2]1[CH:3]=[CH:4][C:5]([O:18][C:12]2[CH:17]=[CH:16][CH:15]=[CH:14][CH:13]=2)=[C:6]([N+:8]([O-:10])=[O:9])[CH:7]=1. (2) Given the reactants [CH2:1]([O:5][C:6]1[CH:18]=[CH:17][C:16]2[C:15]3[C:10](=[C:11]([F:22])[CH:12]=[C:13]([CH2:19][CH2:20][CH3:21])[CH:14]=3)[C:9](=O)[C:8]=2[C:7]=1[F:24])[CH2:2][CH2:3][CH3:4].C([SiH](CC)CC)C.O, predict the reaction product. The product is: [CH2:1]([O:5][C:6]1[CH:18]=[CH:17][C:16]2[C:15]3[C:10](=[C:11]([F:22])[CH:12]=[C:13]([CH2:19][CH2:20][CH3:21])[CH:14]=3)[CH2:9][C:8]=2[C:7]=1[F:24])[CH2:2][CH2:3][CH3:4]. (3) Given the reactants [CH2:1]([CH:5]1[C:10](=O)[CH2:9][CH2:8][N:7]([CH2:12][CH2:13][C:14]2[CH:19]=[CH:18][CH:17]=[CH:16][CH:15]=2)[CH2:6]1)[CH2:2][CH2:3][CH3:4].CC([O-])=O.[Na+].Cl.[NH2:26][OH:27].C([O-])([O-])=O.[Na+].[Na+], predict the reaction product. The product is: [CH2:1]([CH:5]1[C:10](=[N:26][OH:27])[CH2:9][CH2:8][N:7]([CH2:12][CH2:13][C:14]2[CH:19]=[CH:18][CH:17]=[CH:16][CH:15]=2)[CH2:6]1)[CH2:2][CH2:3][CH3:4].